This data is from NCI-60 drug combinations with 297,098 pairs across 59 cell lines. The task is: Regression. Given two drug SMILES strings and cell line genomic features, predict the synergy score measuring deviation from expected non-interaction effect. (1) Drug 1: C1C(C(OC1N2C=NC3=C(N=C(N=C32)Cl)N)CO)O. Drug 2: C1CN(P(=O)(OC1)NCCCl)CCCl. Cell line: BT-549. Synergy scores: CSS=39.2, Synergy_ZIP=-0.364, Synergy_Bliss=-1.46, Synergy_Loewe=-43.7, Synergy_HSA=-1.36. (2) Drug 1: CC1OCC2C(O1)C(C(C(O2)OC3C4COC(=O)C4C(C5=CC6=C(C=C35)OCO6)C7=CC(=C(C(=C7)OC)O)OC)O)O. Drug 2: C(CCl)NC(=O)N(CCCl)N=O. Cell line: K-562. Synergy scores: CSS=31.1, Synergy_ZIP=-14.2, Synergy_Bliss=-10.1, Synergy_Loewe=-24.6, Synergy_HSA=-8.70. (3) Drug 1: CC1=C(C=C(C=C1)NC(=O)C2=CC=C(C=C2)CN3CCN(CC3)C)NC4=NC=CC(=N4)C5=CN=CC=C5. Drug 2: CNC(=O)C1=NC=CC(=C1)OC2=CC=C(C=C2)NC(=O)NC3=CC(=C(C=C3)Cl)C(F)(F)F. Cell line: SN12C. Synergy scores: CSS=-12.2, Synergy_ZIP=5.57, Synergy_Bliss=2.07, Synergy_Loewe=-6.26, Synergy_HSA=-6.58. (4) Drug 1: CC1=CC2C(CCC3(C2CCC3(C(=O)C)OC(=O)C)C)C4(C1=CC(=O)CC4)C. Drug 2: C1=CC=C(C(=C1)C(C2=CC=C(C=C2)Cl)C(Cl)Cl)Cl. Cell line: RXF 393. Synergy scores: CSS=1.36, Synergy_ZIP=1.76, Synergy_Bliss=2.46, Synergy_Loewe=-2.06, Synergy_HSA=-1.82.